Dataset: CYP2C9 inhibition data for predicting drug metabolism from PubChem BioAssay. Task: Regression/Classification. Given a drug SMILES string, predict its absorption, distribution, metabolism, or excretion properties. Task type varies by dataset: regression for continuous measurements (e.g., permeability, clearance, half-life) or binary classification for categorical outcomes (e.g., BBB penetration, CYP inhibition). Dataset: cyp2c9_veith. (1) The drug is O=C1CCc2c(ccc3ccccc23)O1. The result is 1 (inhibitor). (2) The molecule is CN(C)c1ccc(-c2ccc3ncnc(N(C)Cc4ccco4)c3c2)cc1. The result is 0 (non-inhibitor). (3) The drug is C=CCn1c(SCc2ccc3c(c2)OCO3)nc2scc(-c3ccco3)c2c1=O. The result is 0 (non-inhibitor). (4) The molecule is Clc1cnccn1. The result is 0 (non-inhibitor). (5) The compound is CC(C)(C)c1onc(OCP(=O)(O)O)c1C[C@@H](N)C(=O)O. The result is 0 (non-inhibitor). (6) The molecule is NC(N)=NCc1cccc(I)c1. The result is 0 (non-inhibitor). (7) The compound is COc1ccc(C2SCC(=O)Nc3c2c(C)nn3-c2ccccc2)cc1OC. The result is 1 (inhibitor).